Task: Regression. Given two drug SMILES strings and cell line genomic features, predict the synergy score measuring deviation from expected non-interaction effect.. Dataset: Merck oncology drug combination screen with 23,052 pairs across 39 cell lines (1) Drug 1: CNC(=O)c1cc(Oc2ccc(NC(=O)Nc3ccc(Cl)c(C(F)(F)F)c3)cc2)ccn1. Drug 2: CCc1cnn2c(NCc3ccc[n+]([O-])c3)cc(N3CCCCC3CCO)nc12. Cell line: OVCAR3. Synergy scores: synergy=-17.7. (2) Drug 1: CC1CC2C3CCC4=CC(=O)C=CC4(C)C3(F)C(O)CC2(C)C1(O)C(=O)CO. Drug 2: NC(=O)c1cccc2cn(-c3ccc(C4CCCNC4)cc3)nc12. Cell line: DLD1. Synergy scores: synergy=2.29. (3) Drug 1: COc1cccc2c1C(=O)c1c(O)c3c(c(O)c1C2=O)CC(O)(C(=O)CO)CC3OC1CC(N)C(O)C(C)O1. Drug 2: NC(=O)c1cccc2cn(-c3ccc(C4CCCNC4)cc3)nc12. Cell line: NCIH2122. Synergy scores: synergy=-7.28. (4) Drug 1: O=S1(=O)NC2(CN1CC(F)(F)F)C1CCC2Cc2cc(C=CCN3CCC(C(F)(F)F)CC3)ccc2C1. Drug 2: COC1CC2CCC(C)C(O)(O2)C(=O)C(=O)N2CCCCC2C(=O)OC(C(C)CC2CCC(OP(C)(C)=O)C(OC)C2)CC(=O)C(C)C=C(C)C(O)C(OC)C(=O)C(C)CC(C)C=CC=CC=C1C. Cell line: NCIH520. Synergy scores: synergy=24.4. (5) Drug 1: Cn1nnc2c(C(N)=O)ncn2c1=O. Cell line: SKMES1. Synergy scores: synergy=-3.72. Drug 2: Cc1nc(Nc2ncc(C(=O)Nc3c(C)cccc3Cl)s2)cc(N2CCN(CCO)CC2)n1. (6) Drug 1: CC(=O)OC1C(=O)C2(C)C(O)CC3OCC3(OC(C)=O)C2C(OC(=O)c2ccccc2)C2(O)CC(OC(=O)C(O)C(NC(=O)c3ccccc3)c3ccccc3)C(C)=C1C2(C)C. Drug 2: O=C(NOCC(O)CO)c1ccc(F)c(F)c1Nc1ccc(I)cc1F. Cell line: OCUBM. Synergy scores: synergy=-12.3. (7) Drug 1: NC(=O)c1cccc2cn(-c3ccc(C4CCCNC4)cc3)nc12. Drug 2: NC1(c2ccc(-c3nc4ccn5c(=O)[nH]nc5c4cc3-c3ccccc3)cc2)CCC1. Cell line: RPMI7951. Synergy scores: synergy=15.7. (8) Drug 1: O=C(NOCC(O)CO)c1ccc(F)c(F)c1Nc1ccc(I)cc1F. Drug 2: COC1CC2CCC(C)C(O)(O2)C(=O)C(=O)N2CCCCC2C(=O)OC(C(C)CC2CCC(OP(C)(C)=O)C(OC)C2)CC(=O)C(C)C=C(C)C(O)C(OC)C(=O)C(C)CC(C)C=CC=CC=C1C. Cell line: HT29. Synergy scores: synergy=31.4. (9) Drug 1: COc1cccc2c1C(=O)c1c(O)c3c(c(O)c1C2=O)CC(O)(C(=O)CO)CC3OC1CC(N)C(O)C(C)O1. Drug 2: CNC(=O)c1cc(Oc2ccc(NC(=O)Nc3ccc(Cl)c(C(F)(F)F)c3)cc2)ccn1. Cell line: A427. Synergy scores: synergy=-4.13.